From a dataset of Forward reaction prediction with 1.9M reactions from USPTO patents (1976-2016). Predict the product of the given reaction. (1) Given the reactants [NH:1]1[C:9]2[C:4](=[CH:5][C:6]([C:10](=[O:18])[CH2:11][C:12]3[CH:17]=[CH:16][CH:15]=[CH:14][CH:13]=3)=[CH:7][CH:8]=2)[CH:3]=[N:2]1.[C:19](O[C:19]([O:21][C:22]([CH3:25])([CH3:24])[CH3:23])=[O:20])([O:21][C:22]([CH3:25])([CH3:24])[CH3:23])=[O:20].CN(C1C=CC=CN=1)C, predict the reaction product. The product is: [C:12]1([CH2:11][C:10]([C:6]2[CH:5]=[C:4]3[C:9](=[CH:8][CH:7]=2)[N:1]([C:19]([O:21][C:22]([CH3:25])([CH3:24])[CH3:23])=[O:20])[N:2]=[CH:3]3)=[O:18])[CH:13]=[CH:14][CH:15]=[CH:16][CH:17]=1. (2) Given the reactants [CH3:1][N:2]([CH3:9])[CH:3]1[CH2:8][CH2:7][NH:6][CH2:5][CH2:4]1.Br[CH2:11][C:12]#[N:13], predict the reaction product. The product is: [CH3:1][N:2]([CH3:9])[CH:3]1[CH2:8][CH2:7][N:6]([CH2:11][C:12]#[N:13])[CH2:5][CH2:4]1. (3) Given the reactants [CH3:1][C:2]1[CH:7]=[CH:6][C:5]([S:8]([O:11][C:12]2[NH:16][N:15]=[C:14]([CH2:17][OH:18])[C:13]=2[C:19]([CH3:22])([CH3:21])[CH3:20])(=[O:10])=[O:9])=[CH:4][CH:3]=1, predict the reaction product. The product is: [CH3:1][C:2]1[CH:7]=[CH:6][C:5]([S:8]([O:11][C:12]2[NH:16][N:15]=[C:14]([CH:17]=[O:18])[C:13]=2[C:19]([CH3:22])([CH3:21])[CH3:20])(=[O:10])=[O:9])=[CH:4][CH:3]=1. (4) Given the reactants [CH3:1][C:2]1[NH:6][C:5]([C:7]2[CH:12]=[CH:11][C:10]([C:13]([F:16])([F:15])[F:14])=[CH:9][CH:8]=2)=[N:4][C:3]=1[CH2:17]O.S(Cl)([Cl:21])=O, predict the reaction product. The product is: [Cl:21][CH2:17][C:3]1[N:4]=[C:5]([C:7]2[CH:12]=[CH:11][C:10]([C:13]([F:16])([F:15])[F:14])=[CH:9][CH:8]=2)[NH:6][C:2]=1[CH3:1]. (5) The product is: [OH:24][CH2:23][C:14]1[CH:15]=[C:16]([C:19]([F:22])([F:21])[F:20])[CH:17]=[CH:18][C:13]=1[C:7]1[C:8]([O:11][CH3:12])=[CH:9][CH:10]=[C:5]([CH2:4][C:3]([OH:28])=[O:2])[CH:6]=1. Given the reactants C[O:2][C:3](=[O:28])[CH2:4][C:5]1[CH:6]=[C:7]([C:13]2[CH:18]=[CH:17][C:16]([C:19]([F:22])([F:21])[F:20])=[CH:15][C:14]=2[CH2:23][O:24]C(=O)C)[C:8]([O:11][CH3:12])=[CH:9][CH:10]=1.[OH-].[Na+], predict the reaction product. (6) Given the reactants Cl.[NH2:2][C@H:3]1[C@H:8]2[C@@H:4]1[O:5][C:6]1[CH:12]=[CH:11][C:10]([O:13][C:14]3[CH:23]=[CH:22][N:21]=[C:20]4[C:15]=3[CH2:16][CH2:17][C:18](=[O:24])[NH:19]4)=[CH:9][C:7]=12.[CH2:25]([N:27]1[CH2:32][CH2:31][N:30]([CH2:33][C:34]2[CH:42]=[CH:41][C:37]([C:38](O)=[O:39])=[CH:36][C:35]=2[O:43][C:44]([F:47])([F:46])[F:45])[CH2:29][CH2:28]1)[CH3:26].CN(C(ON1N=NC2C=CC=NC1=2)=[N+](C)C)C.F[P-](F)(F)(F)(F)F.CCN(C(C)C)C(C)C, predict the reaction product. The product is: [CH2:25]([N:27]1[CH2:32][CH2:31][N:30]([CH2:33][C:34]2[CH:42]=[CH:41][C:37]([C:38]([NH:2][C@H:3]3[C@H:8]4[C@@H:4]3[O:5][C:6]3[CH:12]=[CH:11][C:10]([O:13][C:14]5[C:15]6[CH2:16][CH2:17][C:18](=[O:24])[NH:19][C:20]=6[N:21]=[CH:22][CH:23]=5)=[CH:9][C:7]=34)=[O:39])=[CH:36][C:35]=2[O:43][C:44]([F:47])([F:45])[F:46])[CH2:29][CH2:28]1)[CH3:26]. (7) Given the reactants [Cl:1][C:2]1[CH:3]=[N:4][C:5]2[N:6]([N:8]=[C:9]([C:11]([OH:13])=O)[CH:10]=2)[CH:7]=1.[CH3:14][O:15][C:16]1[N:21]=[C:20]([O:22][CH3:23])[C:19]([C:24]2[CH:33]=[C:32]3[C:27]([CH2:28][CH2:29][NH:30][CH:31]3[CH3:34])=[CH:26][CH:25]=2)=[CH:18][N:17]=1, predict the reaction product. The product is: [Cl:1][C:2]1[CH:3]=[N:4][C:5]2[N:6]([N:8]=[C:9]([C:11]([N:30]3[CH2:29][CH2:28][C:27]4[C:32](=[CH:33][C:24]([C:19]5[C:20]([O:22][CH3:23])=[N:21][C:16]([O:15][CH3:14])=[N:17][CH:18]=5)=[CH:25][CH:26]=4)[CH:31]3[CH3:34])=[O:13])[CH:10]=2)[CH:7]=1. (8) Given the reactants [CH3:1][O:2][C:3](=[O:39])[CH:4]=[CH:5][C:6]1([C:30]([CH3:38])([CH3:37])[O:31][SiH2:32][C:33]([CH3:36])([CH3:35])[CH3:34])[O:10][N:9]=[C:8]([C:11]2[CH:16]=[CH:15][C:14]([O:17][CH2:18][C:19]3[C:28]4[C:23](=[CH:24][CH:25]=[CH:26][CH:27]=4)[N:22]=[C:21]([CH3:29])[CH:20]=3)=[CH:13][CH:12]=2)[CH2:7]1, predict the reaction product. The product is: [CH3:1][O:2][C:3](=[O:39])[CH2:4][CH2:5][C:6]1([C:30]([CH3:38])([CH3:37])[O:31][SiH2:32][C:33]([CH3:35])([CH3:34])[CH3:36])[O:10][N:9]=[C:8]([C:11]2[CH:16]=[CH:15][C:14]([O:17][CH2:18][C:19]3[C:28]4[C:23](=[CH:24][CH:25]=[CH:26][CH:27]=4)[N:22]=[C:21]([CH3:29])[CH:20]=3)=[CH:13][CH:12]=2)[CH2:7]1. (9) Given the reactants [O:1]=[C:2]1[N:6]([C:7]([O:9][CH2:10][CH3:11])=[O:8])[C:5]2[CH:12]=[CH:13][CH:14]=[CH:15][C:4]=2[NH:3]1.[I:16]Cl, predict the reaction product. The product is: [I:16][C:13]1[CH:14]=[CH:15][C:4]2[NH:3][C:2](=[O:1])[N:6]([C:7]([O:9][CH2:10][CH3:11])=[O:8])[C:5]=2[CH:12]=1. (10) Given the reactants C1C(=O)N([Br:8])C(=O)C1.[Br:9][C:10]1[CH:19]=[C:18]([CH3:20])[CH:17]=[CH:16][C:11]=1[C:12]([O:14][CH3:15])=[O:13], predict the reaction product. The product is: [Br:9][C:10]1[CH:19]=[C:18]([CH2:20][Br:8])[CH:17]=[CH:16][C:11]=1[C:12]([O:14][CH3:15])=[O:13].